From a dataset of Forward reaction prediction with 1.9M reactions from USPTO patents (1976-2016). Predict the product of the given reaction. (1) Given the reactants N([S:3][CH2:4][C@@H:5]([C:16]([NH:18][CH2:19][C:20]([OH:22])=[O:21])=[O:17])[NH:6][C:7](=[O:15])[CH2:8][CH2:9][C@@H:10]([C:12]([OH:14])=[O:13])[NH2:11])=O.[CH3:23][C:24]1[CH:29]=[CH:28][C:27]([S:30]([O-:32])=[O:31])=[CH:26][CH:25]=1.[Na+], predict the reaction product. The product is: [NH2:11][C@@H:10]([CH2:9][CH2:8][C:7]([NH:6][C@@H:5]([CH2:4][S:3][S:30]([C:27]1[CH:28]=[CH:29][C:24]([CH3:23])=[CH:25][CH:26]=1)(=[O:32])=[O:31])[C:16]([NH:18][CH2:19][C:20]([OH:22])=[O:21])=[O:17])=[O:15])[C:12]([OH:14])=[O:13]. (2) The product is: [CH3:19][O:20][C:21]1[CH:26]=[CH:25][N:24]2[N:31]=[C:32]([C:45]3[CH:50]=[CH:49][CH:48]=[CH:47][CH:46]=3)[C:33]([CH2:34][C:35]3[N:40]=[C:39]([C:41]([O:43][CH3:44])=[O:42])[CH:38]=[CH:37][CH:36]=3)=[C:23]2[CH:22]=1. Given the reactants [F-].C([N+](CCCC)(CCCC)CCCC)CCC.[CH3:19][O:20][C:21]1[CH:26]=[C:25]([Si](C)(C)C)[N:24]2[N:31]=[C:32]([C:45]3[CH:50]=[CH:49][CH:48]=[CH:47][CH:46]=3)[C:33]([CH2:34][C:35]3[N:40]=[C:39]([C:41]([O:43][CH3:44])=[O:42])[CH:38]=[CH:37][CH:36]=3)=[C:23]2[CH:22]=1.[Cl-].[NH4+], predict the reaction product. (3) Given the reactants [N:1]1[C:9]([NH2:10])=[C:8]2[C:4]([N:5]=[CH:6][NH:7]2)=[N:3][CH:2]=1.Br[CH2:12][CH2:13][C:14]#[N:15].[H-].[Na+], predict the reaction product. The product is: [C:14]([CH2:13][CH2:12][N:5]1[CH:6]=[N:7][C:8]2[C:4]1=[N:3][CH:2]=[N:1][C:9]=2[NH2:10])#[N:15]. (4) Given the reactants [CH3:1][C:2]1[C:7]([CH3:8])=[C:6](O)[C:5]([CH3:10])=[CH:4][C:3]=1[OH:11].[C:12](=[O:15])([O-])[O-].[K+].[K+].[CH3:18]CC(C)=O, predict the reaction product. The product is: [CH3:18][O:11][C:3]1[CH:4]=[C:5]([CH3:10])[C:6]([O:15][CH3:12])=[C:7]([CH3:8])[C:2]=1[CH3:1]. (5) Given the reactants [CH3:1][O:2][C:3]1[CH:8]=[CH:7][C:6]([C:9]([F:12])([F:11])[F:10])=[CH:5][N:4]=1.C1C(=O)N([Br:20])C(=O)C1, predict the reaction product. The product is: [Br:20][C:8]1[C:3]([O:2][CH3:1])=[N:4][CH:5]=[C:6]([C:9]([F:12])([F:10])[F:11])[CH:7]=1. (6) Given the reactants [C:1]([C:3]1[CH:12]=[CH:11][C:10]2[C:5](=[CH:6][CH:7]=[CH:8][CH:9]=2)[C:4]=1[CH2:13][OH:14])#[CH:2].N1C=CN=C1.C1COCC1.[C:25]([Si:29]([CH3:32])([CH3:31])Cl)([CH3:28])([CH3:27])[CH3:26], predict the reaction product. The product is: [C:25]([Si:29]([O:14][CH2:13][C:4]1[C:5]2[C:10](=[CH:9][CH:8]=[CH:7][CH:6]=2)[CH:11]=[CH:12][C:3]=1[C:1]#[CH:2])([CH3:32])[CH3:31])([CH3:28])([CH3:27])[CH3:26].